The task is: Predict the product of the given reaction.. This data is from Forward reaction prediction with 1.9M reactions from USPTO patents (1976-2016). (1) Given the reactants [Li+].[OH-].C[O:4][C:5]([C:7]1[CH:24]=[C:23]2[C:10]([S:11](=[O:26])(=[O:25])[NH:12][C:13]3[C:22]2=[CH:21][CH:20]=[C:19]2[C:14]=3[N:15]=[CH:16][CH:17]=[CH:18]2)=[CH:9][CH:8]=1)=[O:6].Cl, predict the reaction product. The product is: [O:26]=[S:11]1(=[O:25])[C:10]2[C:23](=[CH:24][C:7]([C:5]([OH:6])=[O:4])=[CH:8][CH:9]=2)[C:22]2[C:13](=[C:14]3[C:19](=[CH:20][CH:21]=2)[CH:18]=[CH:17][CH:16]=[N:15]3)[NH:12]1. (2) Given the reactants C([O:3][C:4]1[C:5]([O:22][CH2:23]C)=[CH:6][C:7]2[NH:13][C:12](=[S:14])[CH2:11][N:10]=[C:9]([C:15]3[CH:20]=[CH:19][CH:18]=[CH:17][CH:16]=3)[C:8]=2[CH:21]=1)C.I[CH3:26].I[CH2:28][CH3:29], predict the reaction product. The product is: [CH2:28]([N:13]1[C:7]2[CH:6]=[C:5]([O:22][CH3:23])[C:4]([O:3][CH3:26])=[CH:21][C:8]=2[C:9]([C:15]2[CH:20]=[CH:19][CH:18]=[CH:17][CH:16]=2)=[N:10][CH2:11][C:12]1=[S:14])[CH3:29].